The task is: Regression. Given a peptide amino acid sequence and an MHC pseudo amino acid sequence, predict their binding affinity value. This is MHC class I binding data.. This data is from Peptide-MHC class I binding affinity with 185,985 pairs from IEDB/IMGT. (1) The peptide sequence is SEAFEYYHTL. The MHC is HLA-B44:03 with pseudo-sequence HLA-B44:03. The binding affinity (normalized) is 0.731. (2) The peptide sequence is HTLESPVEF. The MHC is HLA-B40:01 with pseudo-sequence HLA-B40:01. The binding affinity (normalized) is 0.0847.